From a dataset of Forward reaction prediction with 1.9M reactions from USPTO patents (1976-2016). Predict the product of the given reaction. (1) Given the reactants C([O:3][C:4](=[O:35])[CH2:5][S:6][C:7]1[S:11][C:10]([NH:12][C:13]([N:15]([C:27]2[CH:32]=[CH:31][C:30]([F:33])=[C:29]([F:34])[CH:28]=2)[CH2:16][CH:17]2[CH2:22][CH2:21][CH:20]([C:23]([CH3:26])([CH3:25])[CH3:24])[CH2:19][CH2:18]2)=[O:14])=[N:9][CH:8]=1)C.C1(CN(C2C=CC(S(C)(=O)=O)=CC=2)C(=O)NC2SC=C(CC(O)=O)N=2)CCCC1.C(C1CCC(CNC2C=CC(F)=C(F)C=2)CC1)(C)(C)C.C(OC(=O)CSC1SC(N)=NC=1)C, predict the reaction product. The product is: [C:23]([CH:20]1[CH2:21][CH2:22][CH:17]([CH2:16][N:15]([C:27]2[CH:32]=[CH:31][C:30]([F:33])=[C:29]([F:34])[CH:28]=2)[C:13](=[O:14])[NH:12][C:10]2[S:11][C:7]([S:6][CH2:5][C:4]([OH:35])=[O:3])=[CH:8][N:9]=2)[CH2:18][CH2:19]1)([CH3:26])([CH3:24])[CH3:25]. (2) Given the reactants [F:1][C:2]1[C:3]([N:18]2[C:23](=[O:24])[CH:22]=[C:21]([C:25]([F:28])([F:27])[F:26])[N:20]([CH3:29])[C:19]2=[O:30])=[CH:4][C:5]([O:9][C:10]2[CH:15]=[CH:14][CH:13]=[C:12]([O:16][CH3:17])[CH:11]=2)=[C:6](Br)[CH:7]=1.[Cu](C#N)[C:32]#[N:33].CN1CCCC1=O, predict the reaction product. The product is: [F:1][C:2]1[C:3]([N:18]2[C:23](=[O:24])[CH:22]=[C:21]([C:25]([F:28])([F:27])[F:26])[N:20]([CH3:29])[C:19]2=[O:30])=[CH:4][C:5]([O:9][C:10]2[CH:15]=[CH:14][CH:13]=[C:12]([O:16][CH3:17])[CH:11]=2)=[C:6]([C:32]#[N:33])[CH:7]=1. (3) The product is: [Cl:1][C:2]1[CH:7]=[C:6]([C:8]2[NH:12][C:11]3[CH:13]=[CH:14][CH:15]=[C:16]([NH:22][C:25](=[O:34])[O:51][CH2:44][C:45]4[CH:50]=[CH:49][CH:48]=[CH:47][CH:46]=4)[C:10]=3[N:9]=2)[CH:5]=[CH:4][N:3]=1. Given the reactants [Cl:1][C:2]1[CH:7]=[C:6]([C:8]2[NH:12][C:11]3[CH:13]=[CH:14][CH:15]=[C:16](C(O)=O)[C:10]=3[N:9]=2)[CH:5]=[CH:4][N:3]=1.C([N:22]([CH2:25]C)CC)C.C1C=CC(P(N=[N+]=[N-])(C2C=CC=CC=2)=[O:34])=CC=1.[CH2:44]([OH:51])[C:45]1[CH:50]=[CH:49][CH:48]=[CH:47][CH:46]=1, predict the reaction product. (4) The product is: [NH2:18][C:17]1[N:9]([CH2:8][C:5]2[CH:4]=[N:3][C:2]([CH3:1])=[CH:7][N:6]=2)[C:10](=[S:11])[NH:12][C:20](=[O:21])[CH:19]=1. Given the reactants [CH3:1][C:2]1[N:3]=[CH:4][C:5]([CH2:8][NH:9][C:10]([NH2:12])=[S:11])=[N:6][CH:7]=1.[O-]CC.[Na+].[C:17]([CH2:19][C:20](OCC)=[O:21])#[N:18].Cl, predict the reaction product. (5) Given the reactants [CH:1]1([N:6]2[C:15]3[N:14]=[C:13]([N:16]4[CH:20]=[C:19]([C:21]([OH:23])=O)[CH:18]=[N:17]4)[N:12]=[CH:11][C:10]=3[N:9]3[CH:24]=[N:25][N:26]=[C:8]3[C@H:7]2[CH2:27][CH3:28])[CH2:5][CH2:4][CH2:3][CH2:2]1.C[CH2:30][N:31]=[C:32]=NCCCN(C)C.Cl.CNC.C1C=NC2N(O)N=NC=2C=1.C(N(CC)CC)C, predict the reaction product. The product is: [CH:1]1([N:6]2[C:15]3[N:14]=[C:13]([N:16]4[CH:20]=[C:19]([C:21]([N:31]([CH3:32])[CH3:30])=[O:23])[CH:18]=[N:17]4)[N:12]=[CH:11][C:10]=3[N:9]3[CH:24]=[N:25][N:26]=[C:8]3[C@H:7]2[CH2:27][CH3:28])[CH2:5][CH2:4][CH2:3][CH2:2]1. (6) The product is: [F:9][C:10]([F:21])([F:20])[C:11]1[CH:16]=[CH:15][C:14]([C:2]2[S:6][C:5]([CH:7]=[O:8])=[CH:4][CH:3]=2)=[CH:13][CH:12]=1. Given the reactants Br[C:2]1[S:6][C:5]([CH:7]=[O:8])=[CH:4][CH:3]=1.[F:9][C:10]([F:21])([F:20])[C:11]1[CH:16]=[CH:15][C:14](B(O)O)=[CH:13][CH:12]=1.C([O-])([O-])=O.[K+].[K+], predict the reaction product. (7) Given the reactants [C:1]([O:6][CH2:7][CH3:8])(=[O:5])[CH2:2][CH2:3][CH3:4].C1C2NC3C(=CC=CC=3)SC=2C=CC=1.C(OOC(=O)C1C=CC=CC=1)(=O)C1C=CC=CC=1.Cl.[Cl:42][C:43]([Cl:47])=[C:44]([Cl:46])[Cl:45], predict the reaction product. The product is: [C:1]([O:6][CH2:7][CH3:8])(=[O:5])[CH2:2][CH2:3][CH3:4].[Cl:42][C:43]([Cl:47])=[C:44]([Cl:46])[Cl:45].